This data is from Peptide-MHC class I binding affinity with 185,985 pairs from IEDB/IMGT. The task is: Regression. Given a peptide amino acid sequence and an MHC pseudo amino acid sequence, predict their binding affinity value. This is MHC class I binding data. (1) The peptide sequence is RGRAATMAL. The MHC is HLA-B58:01 with pseudo-sequence HLA-B58:01. The binding affinity (normalized) is 0.0847. (2) The peptide sequence is EEISTSLSF. The MHC is HLA-B15:01 with pseudo-sequence HLA-B15:01. The binding affinity (normalized) is 0.933.